This data is from Forward reaction prediction with 1.9M reactions from USPTO patents (1976-2016). The task is: Predict the product of the given reaction. (1) Given the reactants [C:1]([OH:7])(=O)[CH2:2][CH2:3][CH:4]=[CH2:5].[C:8]([O:12][C:13]([CH3:16])([CH3:15])[CH3:14])(=[O:11])[NH:9][NH2:10].Cl.CN(C)CCCN=C=NCC, predict the reaction product. The product is: [C:1]([NH:10][NH:9][C:8]([O:12][C:13]([CH3:16])([CH3:15])[CH3:14])=[O:11])(=[O:7])[CH2:2][CH2:3][CH:4]=[CH2:5]. (2) Given the reactants [CH3:1][N:2]1[C:6]([C:7]([NH:9][C:10]2[CH:15]=[CH:14][CH:13]=[C:12]([O:16][C:17]3[CH:18]=[CH:19][C:20]4[N:21]([CH:23]=[C:24]([NH:26]C(=O)C(F)(F)F)[N:25]=4)[CH:22]=3)[CH:11]=2)=[O:8])=[CH:5][C:4]([CH3:33])=[N:3]1.[OH-].[Na+].C(O)C, predict the reaction product. The product is: [NH2:26][C:24]1[N:25]=[C:20]2[CH:19]=[CH:18][C:17]([O:16][C:12]3[CH:11]=[C:10]([NH:9][C:7]([C:6]4[N:2]([CH3:1])[N:3]=[C:4]([CH3:33])[CH:5]=4)=[O:8])[CH:15]=[CH:14][CH:13]=3)=[CH:22][N:21]2[CH:23]=1. (3) Given the reactants O=C[C@@H]([C@H]([C@@H]([C@@H](CO)O)O)O)O.C1C=[N+]([C@@H]2O[C@H](COP(OP(OC[C@H]3O[C@@H](N4C5N=CN=C(N)C=5N=C4)[C@H](OP(O)(O)=O)[C@@H]3O)(O)=O)(O)=O)[C@@H](O)[C@H]2O)C=C(C(N)=O)C=1.[I:61][CH2:62][C:63](=[O:70])[CH2:64][C:65]([O:67][CH2:68][CH3:69])=[O:66].[OH-].[Na+], predict the reaction product. The product is: [I:61][CH2:62][C@@H:63]([OH:70])[CH2:64][C:65]([O:67][CH2:68][CH3:69])=[O:66]. (4) Given the reactants [Br:1][C:2]1[CH:3]=[C:4]([C:10]([C:12]2[CH:17]=[CH:16][C:15]([O:18][CH2:19][CH3:20])=[CH:14][CH:13]=2)=[O:11])[CH:5]=[CH:6][C:7]=1[CH2:8]Br.[C:21]([O-:24])(=[O:23])[CH3:22].[Na+], predict the reaction product. The product is: [C:21]([O:24][CH2:8][C:7]1[CH:6]=[CH:5][C:4]([C:10](=[O:11])[C:12]2[CH:17]=[CH:16][C:15]([O:18][CH2:19][CH3:20])=[CH:14][CH:13]=2)=[CH:3][C:2]=1[Br:1])(=[O:23])[CH3:22].